This data is from Full USPTO retrosynthesis dataset with 1.9M reactions from patents (1976-2016). The task is: Predict the reactants needed to synthesize the given product. (1) Given the product [CH2:1]([O:3][C:4](=[O:22])[CH2:5][N:6]1[CH:11]=[C:10]([CH3:28])[N:9]=[C:8]([NH:13][CH2:14][CH2:15][CH:16]2[CH2:20][CH2:19][CH2:18][N:17]2[CH2:26][CH:23]2[CH2:24][CH2:25]2)[C:7]1=[O:21])[CH3:2], predict the reactants needed to synthesize it. The reactants are: [CH2:1]([O:3][C:4](=[O:22])[CH2:5][N:6]1[C:11](C)=[CH:10][N:9]=[C:8]([NH:13][CH2:14][CH2:15][CH:16]2[CH2:20][CH2:19][CH2:18][NH:17]2)[C:7]1=[O:21])[CH3:2].[CH:23]1([CH:26]=O)[CH2:25][CH2:24]1.[CH2:28](N(CC)CC)C.ClC(Cl)C. (2) Given the product [CH3:28][O:27][C:25](=[O:26])[CH2:24][N:9]1[C:10]2[C:2]([CH3:1])=[CH:3][C:4]([CH3:20])=[CH:5][C:6]=2[N:7]([CH2:12][C:13]([O:15][C:16]([CH3:17])([CH3:19])[CH3:18])=[O:14])[C:8]1=[O:11], predict the reactants needed to synthesize it. The reactants are: [CH3:1][C:2]1[C:10]2[NH:9][C:8](=[O:11])[N:7]([CH2:12][C:13]([O:15][C:16]([CH3:19])([CH3:18])[CH3:17])=[O:14])[C:6]=2[CH:5]=[C:4]([CH3:20])[CH:3]=1.[H-].[Na+].Br[CH2:24][C:25]([O:27][CH3:28])=[O:26]. (3) Given the product [CH3:1][O:2][C:3]1[CH:4]=[C:5]([NH:11][C:12]2[C:13]3[N:29]=[CH:28][S:27][C:14]=3[N:15]=[C:16]([N:18]3[CH2:23][CH2:22][CH2:21][CH:20]([C:24]([NH:30][C:31]4[CH:32]=[CH:33][C:34]([C:37]5[O:41][C:40]([SH:42])=[N:39][N:38]=5)=[CH:35][CH:36]=4)=[O:26])[CH2:19]3)[N:17]=2)[CH:6]=[CH:7][C:8]=1[O:9][CH3:10], predict the reactants needed to synthesize it. The reactants are: [CH3:1][O:2][C:3]1[CH:4]=[C:5]([NH:11][C:12]2[C:13]3[N:29]=[CH:28][S:27][C:14]=3[N:15]=[C:16]([N:18]3[CH2:23][CH2:22][CH2:21][CH:20]([C:24]([OH:26])=O)[CH2:19]3)[N:17]=2)[CH:6]=[CH:7][C:8]=1[O:9][CH3:10].[NH2:30][C:31]1[CH:36]=[CH:35][C:34]([C:37]2[O:41][C:40]([SH:42])=[N:39][N:38]=2)=[CH:33][CH:32]=1.O=P(Cl)(Cl)Cl.C([O-])(O)=O.[Na+]. (4) Given the product [CH2:1]([O:9][C:10]1[CH:18]=[CH:17][C:13]([C:14]([NH:31][NH2:39])=[O:15])=[CH:12][C:11]=1[C:19]([F:22])([F:21])[F:20])[CH2:2][CH2:3][CH2:4][CH2:5][CH2:6][CH2:7][CH3:8], predict the reactants needed to synthesize it. The reactants are: [CH2:1]([O:9][C:10]1[CH:18]=[CH:17][C:13]([C:14](O)=[O:15])=[CH:12][C:11]=1[C:19]([F:22])([F:21])[F:20])[CH2:2][CH2:3][CH2:4][CH2:5][CH2:6][CH2:7][CH3:8].CN(C(O[N:31]1[N:39]=NC2C=CC=NC1=2)=[N+](C)C)C.F[P-](F)(F)(F)(F)F.CCN(C(C)C)C(C)C.NN. (5) Given the product [CH3:3][O:4][C:5]([C:7]1[N:8]=[C:9]([CH2:12][C:13]2[CH:18]=[CH:17][CH:16]=[C:15]([C:19](=[O:20])[CH3:24])[CH:14]=2)[O:10][CH:11]=1)=[O:6], predict the reactants needed to synthesize it. The reactants are: N#N.[CH3:3][O:4][C:5]([C:7]1[N:8]=[C:9]([CH2:12][C:13]2[CH:18]=[CH:17][CH:16]=[C:15]([C:19]3([CH3:24])OCC[O:20]3)[CH:14]=2)[O:10][CH:11]=1)=[O:6].Cl.O.